From a dataset of Peptide-MHC class I binding affinity with 185,985 pairs from IEDB/IMGT. Regression. Given a peptide amino acid sequence and an MHC pseudo amino acid sequence, predict their binding affinity value. This is MHC class I binding data. The peptide sequence is QIYAGIKVK. The MHC is HLA-A02:01 with pseudo-sequence HLA-A02:01. The binding affinity (normalized) is 0.0277.